From a dataset of Cav3 T-type calcium channel HTS with 100,875 compounds. Binary Classification. Given a drug SMILES string, predict its activity (active/inactive) in a high-throughput screening assay against a specified biological target. The drug is Cl\C(C(OC(=O)C1C(CC=CC1)C(=O)N)C)=C(/Cl)Cl. The result is 0 (inactive).